This data is from Reaction yield outcomes from USPTO patents with 853,638 reactions. The task is: Predict the reaction yield, written as a fraction of the theoretical maximum amount of product (1.0 means a 100% yield; for example, 0.34 means a 34% yield). (1) The reactants are [H-].[Na+].[OH:3][CH2:4][CH:5]([CH2:7][OH:8])[OH:6].[CH3:9][C:10]([CH2:26][CH2:27][CH2:28][CH:29]([CH3:36])[CH2:30][CH2:31][CH2:32][CH:33]([CH3:35])[CH3:34])=[CH:11][CH2:12][CH2:13][CH2:14]OS(C1C=CC(C)=CC=1)(=O)=O.O. The catalyst is CN(C)C=O. The product is [CH3:9][C:10]([CH2:26][CH2:27][CH2:28][CH:29]([CH3:36])[CH2:30][CH2:31][CH2:32][CH:33]([CH3:35])[CH3:34])=[CH:11][CH2:12][CH2:13][CH2:14][O:3][CH2:4][CH:5]([CH2:7][OH:8])[OH:6]. The yield is 0.0600. (2) The reactants are [Cl:1][C:2]1[CH:3]=[CH:4][C:5]([C:8]2[C:12]([CH2:13][O:14][C:15]3[CH:23]=[CH:22][C:18]([C:19]([OH:21])=O)=[CH:17][N:16]=3)=[C:11]([CH3:24])[O:10][N:9]=2)=[N:6][CH:7]=1.ClC1C=C([C:32]2[C:36]([CH2:37]OC3C=CC(C(O)=O)=CN=3)=[C:35](C)[O:34]N=2)C=CC=1.[NH2:49]C(C)(C)CO. No catalyst specified. The product is [Cl:1][C:2]1[CH:3]=[CH:4][C:5]([C:8]2[C:12]([CH2:13][O:14][C:15]3[CH:23]=[CH:22][C:18]([C:19]([NH2:49])=[O:21])=[C:17]([C:36]([CH3:37])([CH3:32])[CH2:35][OH:34])[N:16]=3)=[C:11]([CH3:24])[O:10][N:9]=2)=[N:6][CH:7]=1. The yield is 0.530. (3) The reactants are [CH3:1][C:2]1[CH:7]=[CH:6][C:5]([C:8](=O)[CH2:9][C:10](=O)[C:11]([O:13][CH3:14])=[O:12])=[CH:4][CH:3]=1.Cl.[NH:18]([C:20]1[CH:25]=[C:24]([C:26]#[N:27])[CH:23]=[CH:22][N:21]=1)[NH2:19]. The catalyst is CC(O)=O. The product is [C:26]([C:24]1[CH:23]=[CH:22][N:21]=[C:20]([N:18]2[C:8]([C:5]3[CH:6]=[CH:7][C:2]([CH3:1])=[CH:3][CH:4]=3)=[CH:9][C:10]([C:11]([O:13][CH3:14])=[O:12])=[N:19]2)[CH:25]=1)#[N:27]. The yield is 0.850. (4) The reactants are [Cl:1][C:2]1[CH:3]=[C:4]([NH:9][C:10]2[N:14]=[C:13]([CH2:15][CH2:16][C:17]3[CH:18]=[C:19]4[C:24](=[CH:25][CH:26]=3)[N:23](CC3C=CC(OC)=CC=3)[C:22](=[O:36])[CH2:21][CH2:20]4)[O:12][N:11]=2)[CH:5]=[CH:6][C:7]=1[Cl:8].C(O)(C(F)(F)F)=O.C1(OC)C=CC=CC=1. No catalyst specified. The product is [Cl:1][C:2]1[CH:3]=[C:4]([NH:9][C:10]2[N:14]=[C:13]([CH2:15][CH2:16][C:17]3[CH:18]=[C:19]4[C:24](=[CH:25][CH:26]=3)[NH:23][C:22](=[O:36])[CH2:21][CH2:20]4)[O:12][N:11]=2)[CH:5]=[CH:6][C:7]=1[Cl:8]. The yield is 0.410. (5) The reactants are CS(O[CH2:6][CH:7]1[N:17]2[C:18]3[N:9]([C:10](=[O:20])[CH:11]=[CH:12][C:13]=3[N:14]=[CH:15][C:16]2=[O:19])[CH2:8]1)(=O)=O.N1C=CC=CC=1.[NH:27]1[CH2:32][CH2:31][CH:30]([NH:33][C:34](=[O:40])[O:35][C:36]([CH3:39])([CH3:38])[CH3:37])[CH2:29][CH2:28]1.CO. The catalyst is CC#N.C(Cl)Cl. The product is [O:19]=[C:16]1[CH:15]=[N:14][C:13]2=[C:18]3[N:17]1[CH:7]([CH2:6][N:27]1[CH2:28][CH2:29][CH:30]([NH:33][C:34](=[O:40])[O:35][C:36]([CH3:38])([CH3:37])[CH3:39])[CH2:31][CH2:32]1)[CH2:8][N:9]3[C:10](=[O:20])[CH:11]=[CH:12]2. The yield is 0.570. (6) The reactants are [CH3:1][O:2][C:3]1[CH:4]=[C:5]([CH:9]=[CH:10][CH:11]=1)[CH2:6][CH2:7][NH2:8].[I:12][C:13]1[CH:21]=[CH:20][C:16]([C:17](Cl)=[O:18])=[CH:15][CH:14]=1.CCN(CC)CC. The catalyst is C(Cl)Cl. The product is [I:12][C:13]1[CH:21]=[CH:20][C:16]([C:17]([NH:8][CH2:7][CH2:6][C:5]2[CH:9]=[CH:10][CH:11]=[C:3]([O:2][CH3:1])[CH:4]=2)=[O:18])=[CH:15][CH:14]=1. The yield is 0.720. (7) The reactants are Cl[C:2]1[C:3](=[O:16])[NH:4][C:5]2[C:10]([N:11]=1)=[CH:9][C:8]([C:12]([O:14][CH3:15])=[O:13])=[CH:7][CH:6]=2.Cl.[CH3:18][NH:19][CH:20]1[CH2:22][CH2:21]1.CCN(C(C)C)C(C)C. The catalyst is CS(C)=O. The product is [CH:20]1([N:19]([CH3:18])[C:2]2[C:3](=[O:16])[NH:4][C:5]3[C:10]([N:11]=2)=[CH:9][C:8]([C:12]([O:14][CH3:15])=[O:13])=[CH:7][CH:6]=3)[CH2:22][CH2:21]1. The yield is 0.860. (8) The reactants are [CH:1]1([C:7]2[CH:8]=[CH:9][C:10]3[O:14][C:13](B(O)O)=[CH:12][C:11]=3[CH:18]=2)[CH2:6][CH2:5][CH2:4][CH2:3][CH2:2]1.Br[C:20]1[CH:27]=[CH:26][C:23]([CH:24]=[O:25])=[C:22]([F:28])[CH:21]=1.C(N(CC)CC)C. The catalyst is C(O)C.C1C=CC(P(C2C=CC=CC=2)C2C=CC=CC=2)=CC=1.C1C=CC(P(C2C=CC=CC=2)C2C=CC=CC=2)=CC=1.Cl[Pd]Cl. The product is [CH:1]1([C:7]2[CH:8]=[CH:9][C:10]3[O:14][C:13]([C:20]4[CH:27]=[CH:26][C:23]([CH:24]=[O:25])=[C:22]([F:28])[CH:21]=4)=[CH:12][C:11]=3[CH:18]=2)[CH2:6][CH2:5][CH2:4][CH2:3][CH2:2]1. The yield is 0.490. (9) The reactants are ClC1C(=O)C(C#N)=C(C#N)C(=O)C=1Cl.COC1C=CC(C[O:22][CH:23]2[CH2:28][CH2:27][CH2:26][CH2:25][CH:24]2[O:29][C:30]2[CH:37]=[CH:36][C:33]([C:34]#[N:35])=[C:32]([C:38]([F:41])([F:40])[F:39])[CH:31]=2)=CC=1.C(Cl)Cl.O. The catalyst is CC(=O)OCC. The product is [OH:22][CH:23]1[CH2:28][CH2:27][CH2:26][CH2:25][CH:24]1[O:29][C:30]1[CH:37]=[CH:36][C:33]([C:34]#[N:35])=[C:32]([C:38]([F:39])([F:40])[F:41])[CH:31]=1. The yield is 0.320. (10) The reactants are [OH:1][C:2]1[CH:3]=[C:4]2[C:8](=[CH:9][CH:10]=1)[CH2:7][CH:6]([C:11]1[CH:12]=[C:13]([CH:18]=[CH:19][CH:20]=1)[C:14]([O:16][CH3:17])=[O:15])[CH2:5]2.C(=O)([O-])[O-].[Cs+].[Cs+].Cl[CH2:28][C:29]1[C:30]([C:37]2[C:42]([Cl:43])=[CH:41][CH:40]=[CH:39][C:38]=2[Cl:44])=[N:31][O:32][C:33]=1[CH:34]([CH3:36])[CH3:35]. The catalyst is CN(C)C=O. The product is [Cl:43][C:42]1[CH:41]=[CH:40][CH:39]=[C:38]([Cl:44])[C:37]=1[C:30]1[C:29]([CH2:28][O:1][C:2]2[CH:3]=[C:4]3[C:8](=[CH:9][CH:10]=2)[CH2:7][CH:6]([C:11]2[CH:12]=[C:13]([CH:18]=[CH:19][CH:20]=2)[C:14]([O:16][CH3:17])=[O:15])[CH2:5]3)=[C:33]([CH:34]([CH3:36])[CH3:35])[O:32][N:31]=1. The yield is 0.550.